This data is from Full USPTO retrosynthesis dataset with 1.9M reactions from patents (1976-2016). The task is: Predict the reactants needed to synthesize the given product. (1) Given the product [CH3:27][C:16]1[N:15]=[C:14]([O:13][C:9]2[CH:8]=[C:7]([CH2:6][OH:5])[CH:12]=[CH:11][CH:10]=2)[CH:19]=[CH:18][C:17]=1[C:20]([F:21])([F:22])[F:23], predict the reactants needed to synthesize it. The reactants are: FC(F)(F)C([O:5][CH2:6][C:7]1[CH:12]=[CH:11][CH:10]=[C:9]([O:13][C:14]2[CH:19]=[CH:18][C:17]([C:20]([F:23])([F:22])[F:21])=[C:16](Cl)[N:15]=2)[CH:8]=1)=O.[CH3:27]B(O)O.C(=O)([O-])[O-].[K+].[K+]. (2) Given the product [OH:25][C:26]1[CH:27]=[CH:30][CH:31]=[CH:32][C:15]=1[CH2:14][NH:13][C:11]([NH:10][C:8]1[N:7]([C:19]2[CH:24]=[CH:23][CH:22]=[CH:21][CH:20]=2)[N:6]=[C:5]([C:1]([CH3:4])([CH3:3])[CH3:2])[CH:9]=1)=[O:12], predict the reactants needed to synthesize it. The reactants are: [C:1]([C:5]1[CH:9]=[C:8]([NH:10][C:11]([NH:13][CH2:14][C:15](Cl)(Cl)Cl)=[O:12])[N:7]([C:19]2[CH:24]=[CH:23][CH:22]=[CH:21][CH:20]=2)[N:6]=1)([CH3:4])([CH3:3])[CH3:2].[OH:25][C:26]1C=[CH:32][CH:31]=[CH:30][C:27]=1CN.C(N(C(C)C)CC)(C)C. (3) Given the product [Cl:8][C:9]1[C:10]([F:46])=[C:11]([NH:15][C:16]2[C:25]3[C:20](=[CH:21][C:22]([O:44][CH3:45])=[C:23]([O:26][C@H:27]4[CH2:32][CH2:31][NH:30][C@H:29]([C:40]([NH:42][CH3:43])=[O:41])[CH2:28]4)[CH:24]=3)[N:19]=[CH:18][N:17]=2)[CH:12]=[CH:13][CH:14]=1, predict the reactants needed to synthesize it. The reactants are: C(O)(C(F)(F)F)=O.[Cl:8][C:9]1[C:10]([F:46])=[C:11]([NH:15][C:16]2[C:25]3[C:20](=[CH:21][C:22]([O:44][CH3:45])=[C:23]([O:26][C@H:27]4[CH2:32][CH2:31][N:30](C(OC(C)(C)C)=O)[C@H:29]([C:40]([NH:42][CH3:43])=[O:41])[CH2:28]4)[CH:24]=3)[N:19]=[CH:18][N:17]=2)[CH:12]=[CH:13][CH:14]=1. (4) Given the product [F:26][C:23]1[CH:24]=[CH:25][C:20]([C:15]2[C:14]([CH2:13][O:12][C:9]3[N:8]=[N:7][C:6]([C:4]([N:27]4[CH2:32][CH2:31][S:30][CH2:29][CH2:28]4)=[O:5])=[CH:11][CH:10]=3)=[C:18]([CH3:19])[O:17][N:16]=2)=[CH:21][CH:22]=1, predict the reactants needed to synthesize it. The reactants are: C(O[C:4]([C:6]1[N:7]=[N:8][C:9]([O:12][CH2:13][C:14]2[C:15]([C:20]3[CH:25]=[CH:24][C:23]([F:26])=[CH:22][CH:21]=3)=[N:16][O:17][C:18]=2[CH3:19])=[CH:10][CH:11]=1)=[O:5])C.[NH:27]1[CH2:32][CH2:31][S:30][CH2:29][CH2:28]1. (5) Given the product [CH3:9][N:10]([CH3:11])/[CH:12]=[C:6](/[C:3]1[CH:4]=[CH:5][NH:1][N:2]=1)\[C:7]#[N:8], predict the reactants needed to synthesize it. The reactants are: [NH:1]1[CH:5]=[CH:4][C:3]([CH2:6][C:7]#[N:8])=[N:2]1.[CH3:9][N:10]([CH:12](OC)OC)[CH3:11]. (6) Given the product [C:19]([NH:24][C:25]1[NH:26][C:27](=[O:65])[C:28]2[N:29]=[CH:30][N:31]([C:63]=2[N:64]=1)[C@@H:32]1[O:62][C@H:36]([CH2:37][O:38][C:39]([C:56]2[CH:61]=[CH:60][CH:59]=[CH:58][CH:57]=2)([C:48]2[CH:53]=[CH:52][C:51]([O:54][CH3:55])=[CH:50][CH:49]=2)[C:40]2[CH:41]=[CH:42][C:43]([O:46][CH3:47])=[CH:44][CH:45]=2)[C@@H:34]([O:35][P:127]([N:159]([CH:163]([CH3:165])[CH3:164])[CH:160]([CH3:161])[CH3:162])([O:129][CH2:130][CH2:131][O:132][CH2:133][CH2:134][O:135][C@@H:136]2[O:153][C@H:152]([CH2:154][O:155][C:156](=[O:158])[CH3:157])[C@H:147]([O:148][C:149](=[O:151])[CH3:150])[C@H:142]([O:143][C:144](=[O:146])[CH3:145])[C@H:137]2[O:138][C:139](=[O:141])[CH3:140])=[O:126])[CH2:33]1)(=[O:23])[CH:20]([CH3:22])[CH3:21], predict the reactants needed to synthesize it. The reactants are: C(N(P(N(C(C)C)C(C)C)(Cl)([O-])[O-])C(C)C)(C)C.[C:19]([NH:24][C:25]1[NH:26][C:27](=[O:65])[C:28]2[N:29]=[CH:30][N:31]([C:63]=2[N:64]=1)[C@@H:32]1[O:62][C@H:36]([CH2:37][O:38][C:39]([C:56]2[CH:61]=[CH:60][CH:59]=[CH:58][CH:57]=2)([C:48]2[CH:53]=[CH:52][C:51]([O:54][CH3:55])=[CH:50][CH:49]=2)[C:40]2[CH:45]=[CH:44][C:43]([O:46][CH3:47])=[CH:42][CH:41]=2)[C@@H:34]([OH:35])[CH2:33]1)(=[O:23])[CH:20]([CH3:22])[CH3:21].C(N(C(C)C)C(C)C)C.C(O[C@@H]1[C@@H](OC(=O)C)[C@@H](OC(=O)C)[C@@H](COC(=O)C)O[C@H]1OCCOCCO)(=O)C.N1C=NN=N1.C(NC1NC(=O)C2N=CN(C=2N=1)[C@@H]1O[C@H](COC(C2C=CC=CC=2)(C2C=CC(OC)=CC=2)C2C=CC(OC)=CC=2)[C@@H]([O:126][P:127]([N:159]([CH:163]([CH3:165])[CH3:164])[CH:160]([CH3:162])[CH3:161])([O:129][CH2:130][CH2:131][O:132][CH2:133][CH2:134][O:135][C@@H:136]2[O:153][C@H:152]([CH2:154][O:155][C:156](=[O:158])[CH3:157])[C@@H:147]([O:148][C:149](=[O:151])[CH3:150])[C@H:142]([O:143][C:144](=[O:146])[CH3:145])[C@H:137]2[O:138][C:139](=[O:141])[CH3:140])=O)C1)(=O)C(C)C. (7) Given the product [CH2:1]([O:3][C:4]([C:6]1[C:10]([CH2:11][CH3:12])=[N:9][NH:8][N:7]=1)=[O:5])[CH3:2], predict the reactants needed to synthesize it. The reactants are: [CH2:1]([O:3][C:4]([C:6]1[N:7]=[N:8][N:9](CC2C=CC(OC)=CC=2)[C:10]=1[CH2:11][CH3:12])=[O:5])[CH3:2].C(OC(C1N(CC2C=CC(OC)=CC=2)N=NC=1CC)=O)C.